From a dataset of Full USPTO retrosynthesis dataset with 1.9M reactions from patents (1976-2016). Predict the reactants needed to synthesize the given product. Given the product [C:12]([C:16]1[CH:17]=[C:18]([C:2]2[CH:10]=[CH:9][CH:8]=[C:7]3[C:3]=2[CH:4]=[C:5]([CH3:11])[CH2:6]3)[CH:19]=[C:20]([C:22]([CH3:25])([CH3:24])[CH3:23])[CH:21]=1)([CH3:15])([CH3:14])[CH3:13], predict the reactants needed to synthesize it. The reactants are: Cl[C:2]1[CH:10]=[CH:9][CH:8]=[C:7]2[C:3]=1[CH:4]=[C:5]([CH3:11])[CH2:6]2.[C:12]([C:16]1[CH:17]=[C:18]([Mg]Br)[CH:19]=[C:20]([C:22]([CH3:25])([CH3:24])[CH3:23])[CH:21]=1)([CH3:15])([CH3:14])[CH3:13].